This data is from Full USPTO retrosynthesis dataset with 1.9M reactions from patents (1976-2016). The task is: Predict the reactants needed to synthesize the given product. (1) Given the product [CH3:26][O:25][C:18]1[CH:19]=[CH:20][CH:21]=[C:22]([O:23][CH3:24])[C:17]=1[CH2:16][NH:15][C:13]([NH:12][C:7]1[C:6]([C:27]2[CH:32]=[CH:31][CH:30]=[CH:29][CH:28]=2)=[CH:11][CH:10]=[CH:9][N:8]=1)=[NH:14], predict the reactants needed to synthesize it. The reactants are: C(O)(=O)C.Br[C:6]1[C:7]([NH:12][C:13]([NH:15][CH2:16][C:17]2[C:22]([O:23][CH3:24])=[CH:21][CH:20]=[CH:19][C:18]=2[O:25][CH3:26])=[NH:14])=[N:8][CH:9]=[CH:10][CH:11]=1.[C:27]1(OB(O)O)[CH:32]=[CH:31][CH:30]=[CH:29][CH:28]=1.C(=O)([O-])[O-].[Na+].[Na+]. (2) Given the product [NH2:26][C:23]1[N:22]=[C:21]([CH2:27][CH3:28])[C:20]([C:19]#[C:18][C:11]2[C:12]([CH2:16][CH3:17])=[N:13][CH:14]=[CH:15][C:10]=2[C:7]2[CH:8]=[CH:9][C:4]([C:3]([OH:30])=[O:2])=[C:5]([F:29])[CH:6]=2)=[CH:25][CH:24]=1, predict the reactants needed to synthesize it. The reactants are: C[O:2][C:3](=[O:30])[C:4]1[CH:9]=[CH:8][C:7]([C:10]2[CH:15]=[CH:14][N:13]=[C:12]([CH2:16][CH3:17])[C:11]=2[C:18]#[C:19][C:20]2[C:21]([CH2:27][CH3:28])=[N:22][C:23]([NH2:26])=[CH:24][CH:25]=2)=[CH:6][C:5]=1[F:29].[OH-].[Na+]. (3) Given the product [Cl:23][C:9]1[C:10]2[C:5](=[CH:4][C:3]([O:2][CH3:1])=[CH:12][CH:11]=2)[CH:6]=[C:7]([NH:14][C:15]2[CH:19]=[C:18]([CH3:20])[NH:17][N:16]=2)[N:8]=1, predict the reactants needed to synthesize it. The reactants are: [CH3:1][O:2][C:3]1[CH:4]=[C:5]2[C:10](=[CH:11][CH:12]=1)[C:9](=O)[NH:8][C:7]([NH:14][C:15]1[CH:19]=[C:18]([CH3:20])[NH:17][N:16]=1)=[CH:6]2.O=P(Cl)(Cl)[Cl:23]. (4) Given the product [CH2:1]([O:8][CH2:9][N:10]1[C:18]2[C:17]([NH2:25])=[N:16][C:15]([CH2:20][CH2:21][CH2:22][CH3:23])=[N:14][C:13]=2[C:12]([I:24])=[CH:11]1)[C:2]1[CH:7]=[CH:6][CH:5]=[CH:4][CH:3]=1, predict the reactants needed to synthesize it. The reactants are: [CH2:1]([O:8][CH2:9][N:10]1[C:18]2[C:17](Cl)=[N:16][C:15]([CH2:20][CH2:21][CH2:22][CH3:23])=[N:14][C:13]=2[C:12]([I:24])=[CH:11]1)[C:2]1[CH:7]=[CH:6][CH:5]=[CH:4][CH:3]=1.[NH3:25]. (5) Given the product [CH3:1][O:2][C:3]1[CH:11]=[CH:10][C:6]([C:7]([NH:26][C:24]2[S:25][C:21]([C:15]3[CH:20]=[CH:19][CH:18]=[CH:17][CH:16]=3)=[N:22][N:23]=2)=[O:9])=[CH:5][C:4]=1[N+:12]([O-:14])=[O:13], predict the reactants needed to synthesize it. The reactants are: [CH3:1][O:2][C:3]1[CH:11]=[CH:10][C:6]([C:7]([OH:9])=O)=[CH:5][C:4]=1[N+:12]([O-:14])=[O:13].[C:15]1([C:21]2[S:25][C:24]([NH2:26])=[N:23][N:22]=2)[CH:20]=[CH:19][CH:18]=[CH:17][CH:16]=1.F[P-](F)(F)(F)(F)F.N1(O[P+](N2CCCC2)(N2CCCC2)N2CCCC2)C2C=CC=CC=2N=N1.C(N(CC)C(C)C)(C)C. (6) Given the product [CH3:57][C:54]1[CH:55]=[CH:56][C:51]([CH:37]([NH:36][C:28]2[CH:29]=[C:30]3[C:25](=[CH:26][CH:27]=2)[S:24][C:23]2[C:22]([C:20]4[NH:21][C:16](=[O:15])[CH:17]=[C:18]([N:58]5[CH2:63][CH2:62][O:61][CH2:60][CH2:59]5)[CH:19]=4)=[CH:35][CH:34]=[CH:33][C:32]=2[S:31]3)[CH:38]2[O:43][CH2:42][CH2:41][NH:40][CH2:39]2)=[N:52][CH:53]=1, predict the reactants needed to synthesize it. The reactants are: Cl.O1CCOCC1.COC1C=CC(C[O:15][C:16]2[N:21]=[C:20]([C:22]3[CH:35]=[CH:34][CH:33]=[C:32]4[C:23]=3[S:24][C:25]3[CH:26]=[CH:27][C:28]([NH:36][CH:37]([C:51]5[CH:56]=[CH:55][C:54]([CH3:57])=[CH:53][N:52]=5)[CH:38]5[O:43][CH2:42][CH2:41][N:40](C(OC(C)(C)C)=O)[CH2:39]5)=[CH:29][C:30]=3[S:31]4)[CH:19]=[C:18]([N:58]3[CH2:63][CH2:62][O:61][CH2:60][CH2:59]3)[CH:17]=2)=CC=1. (7) Given the product [CH:4]1[CH:5]=[CH:6][C:7]2[N:8]([OH:1])[N:9]=[N:10][C:11]=2[CH:3]=1, predict the reactants needed to synthesize it. The reactants are: [OH2:1].O[C:3]1[C:11]2[N:10]=[N:9][NH:8][C:7]=2[CH:6]=[CH:5][CH:4]=1.